This data is from NCI-60 drug combinations with 297,098 pairs across 59 cell lines. The task is: Regression. Given two drug SMILES strings and cell line genomic features, predict the synergy score measuring deviation from expected non-interaction effect. (1) Drug 1: C1=NC2=C(N=C(N=C2N1C3C(C(C(O3)CO)O)F)Cl)N. Drug 2: C1C(C(OC1N2C=NC(=NC2=O)N)CO)O. Cell line: HCT116. Synergy scores: CSS=42.4, Synergy_ZIP=2.88, Synergy_Bliss=3.71, Synergy_Loewe=0.353, Synergy_HSA=4.99. (2) Drug 1: CC1=CC=C(C=C1)C2=CC(=NN2C3=CC=C(C=C3)S(=O)(=O)N)C(F)(F)F. Drug 2: C1CNP(=O)(OC1)N(CCCl)CCCl. Cell line: HOP-92. Synergy scores: CSS=-4.05, Synergy_ZIP=-2.36, Synergy_Bliss=-8.99, Synergy_Loewe=-6.38, Synergy_HSA=-8.49. (3) Drug 1: CCCS(=O)(=O)NC1=C(C(=C(C=C1)F)C(=O)C2=CNC3=C2C=C(C=N3)C4=CC=C(C=C4)Cl)F. Drug 2: N.N.Cl[Pt+2]Cl. Cell line: HCT116. Synergy scores: CSS=-5.74, Synergy_ZIP=2.85, Synergy_Bliss=0.575, Synergy_Loewe=-2.61, Synergy_HSA=-3.08. (4) Drug 1: CC1=C(C(CCC1)(C)C)C=CC(=CC=CC(=CC(=O)O)C)C. Drug 2: C#CCC(CC1=CN=C2C(=N1)C(=NC(=N2)N)N)C3=CC=C(C=C3)C(=O)NC(CCC(=O)O)C(=O)O. Cell line: MOLT-4. Synergy scores: CSS=83.8, Synergy_ZIP=0.349, Synergy_Bliss=1.20, Synergy_Loewe=-19.3, Synergy_HSA=1.08. (5) Drug 1: CCC1(CC2CC(C3=C(CCN(C2)C1)C4=CC=CC=C4N3)(C5=C(C=C6C(=C5)C78CCN9C7C(C=CC9)(C(C(C8N6C=O)(C(=O)OC)O)OC(=O)C)CC)OC)C(=O)OC)O.OS(=O)(=O)O. Drug 2: C1=CC=C(C(=C1)C(C2=CC=C(C=C2)Cl)C(Cl)Cl)Cl. Cell line: MCF7. Synergy scores: CSS=6.50, Synergy_ZIP=-2.09, Synergy_Bliss=7.02, Synergy_Loewe=-10.6, Synergy_HSA=3.33. (6) Drug 1: CS(=O)(=O)C1=CC(=C(C=C1)C(=O)NC2=CC(=C(C=C2)Cl)C3=CC=CC=N3)Cl. Drug 2: COCCOC1=C(C=C2C(=C1)C(=NC=N2)NC3=CC=CC(=C3)C#C)OCCOC.Cl. Cell line: RPMI-8226. Synergy scores: CSS=-10.0, Synergy_ZIP=2.10, Synergy_Bliss=-3.32, Synergy_Loewe=-10.8, Synergy_HSA=-10.5. (7) Drug 1: COC1=C(C=C2C(=C1)N=CN=C2NC3=CC(=C(C=C3)F)Cl)OCCCN4CCOCC4. Drug 2: C1=C(C(=O)NC(=O)N1)N(CCCl)CCCl. Cell line: SF-295. Synergy scores: CSS=26.2, Synergy_ZIP=0.0255, Synergy_Bliss=-1.31, Synergy_Loewe=0.00614, Synergy_HSA=0.465. (8) Drug 1: C1=NC2=C(N=C(N=C2N1C3C(C(C(O3)CO)O)O)F)N. Drug 2: CC1CCC2CC(C(=CC=CC=CC(CC(C(=O)C(C(C(=CC(C(=O)CC(OC(=O)C3CCCCN3C(=O)C(=O)C1(O2)O)C(C)CC4CCC(C(C4)OC)O)C)C)O)OC)C)C)C)OC. Cell line: LOX IMVI. Synergy scores: CSS=0.783, Synergy_ZIP=1.90, Synergy_Bliss=3.93, Synergy_Loewe=1.65, Synergy_HSA=-0.184. (9) Drug 1: CC1C(C(CC(O1)OC2CC(CC3=C2C(=C4C(=C3O)C(=O)C5=C(C4=O)C(=CC=C5)OC)O)(C(=O)C)O)N)O.Cl. Drug 2: COC1=NC(=NC2=C1N=CN2C3C(C(C(O3)CO)O)O)N. Cell line: T-47D. Synergy scores: CSS=10.6, Synergy_ZIP=0.564, Synergy_Bliss=7.33, Synergy_Loewe=-16.2, Synergy_HSA=5.35. (10) Drug 1: C1=CC(=CC=C1C#N)C(C2=CC=C(C=C2)C#N)N3C=NC=N3. Drug 2: CCCCCOC(=O)NC1=NC(=O)N(C=C1F)C2C(C(C(O2)C)O)O. Cell line: SR. Synergy scores: CSS=-1.07, Synergy_ZIP=-1.25, Synergy_Bliss=-2.34, Synergy_Loewe=-3.53, Synergy_HSA=-4.18.